Dataset: Reaction yield outcomes from USPTO patents with 853,638 reactions. Task: Predict the reaction yield, written as a fraction of the theoretical maximum amount of product (1.0 means a 100% yield; for example, 0.34 means a 34% yield). (1) The reactants are [CH3:1][C:2]1[CH:7]=[CH:6][C:5](B(O)O)=[CH:4][CH:3]=1.[C:11]([O:15][C:16]([C:18]1[S:19][C:20](Br)=[CH:21][C:22]=1[NH:23][S:24]([C:27]1[C:28]([CH3:33])=[CH:29][CH:30]=[CH:31][CH:32]=1)(=[O:26])=[O:25])=[O:17])([CH3:14])([CH3:13])[CH3:12].C1(C)C=CC=CC=1.CO.C([O-])([O-])=O.[Na+].[Na+]. The catalyst is C1(C)C=CC=CC=1.C(OCC)(=O)C.CCCCCC.C1C=CC([P]([Pd]([P](C2C=CC=CC=2)(C2C=CC=CC=2)C2C=CC=CC=2)([P](C2C=CC=CC=2)(C2C=CC=CC=2)C2C=CC=CC=2)[P](C2C=CC=CC=2)(C2C=CC=CC=2)C2C=CC=CC=2)(C2C=CC=CC=2)C2C=CC=CC=2)=CC=1. The product is [C:11]([O:15][C:16]([C:18]1[S:19][C:20]([C:5]2[CH:6]=[CH:7][C:2]([CH3:1])=[CH:3][CH:4]=2)=[CH:21][C:22]=1[NH:23][S:24]([C:27]1[C:28]([CH3:33])=[CH:29][CH:30]=[CH:31][CH:32]=1)(=[O:26])=[O:25])=[O:17])([CH3:14])([CH3:13])[CH3:12]. The yield is 0.810. (2) The reactants are Cl.[NH2:2][C:3]1[CH:8]=[CH:7][C:6]([N:9]2[C:18](=[O:19])[C:17]3[C:12](=[CH:13][C:14](F)=[C:15]([F:20])[CH:16]=3)[NH:11][C:10]2=[O:22])=[CH:5][CH:4]=1.[CH3:23][NH2:24]. The catalyst is CS(C)=O. The product is [NH2:2][C:3]1[CH:8]=[CH:7][C:6]([N:9]2[C:18](=[O:19])[C:17]3[C:12](=[CH:13][C:14]([NH:24][CH3:23])=[C:15]([F:20])[CH:16]=3)[NH:11][C:10]2=[O:22])=[CH:5][CH:4]=1. The yield is 0.765. (3) The reactants are [F:1][C:2]1[CH:30]=[CH:29][C:5]([CH2:6][N:7]2[C:19](=[O:20])[C:18]3[C:9](=[C:10]([OH:27])[C:11]4[N:12]=[CH:13][CH:14]=[N:15][C:16]=4[C:17]=3[O:21][C:22](=[O:26])[O:23][CH2:24][CH3:25])[C:8]2=[O:28])=[CH:4][CH:3]=1.[C:31]1([C:37]([C:40]2[CH:45]=[CH:44][CH:43]=[CH:42][CH:41]=2)=[N+]=[N-])[CH:36]=[CH:35][CH:34]=[CH:33][CH:32]=1. The catalyst is ClCCCl. The product is [CH2:24]([O:23][C:22](=[O:26])[O:21][C:17]1[C:16]2[N:15]=[CH:14][CH:13]=[N:12][C:11]=2[C:10]([O:27][CH:37]([C:31]2[CH:36]=[CH:35][CH:34]=[CH:33][CH:32]=2)[C:40]2[CH:45]=[CH:44][CH:43]=[CH:42][CH:41]=2)=[C:9]2[C:8](=[O:28])[N:7]([CH2:6][C:5]3[CH:4]=[CH:3][C:2]([F:1])=[CH:30][CH:29]=3)[C:19](=[O:20])[C:18]=12)[CH3:25]. The yield is 0.700.